From a dataset of Reaction yield outcomes from USPTO patents with 853,638 reactions. Predict the reaction yield, written as a fraction of the theoretical maximum amount of product (1.0 means a 100% yield; for example, 0.34 means a 34% yield). (1) The reactants are [Br:1][C:2]1[CH:3]=[C:4]([C:8]2[CH:24]=[C:11]3[N:12]=[C:13]([CH3:23])[C:14]([C:17](=[O:22])[C:18]([O:20][CH3:21])=[O:19])=[C:15]([Cl:16])[N:10]3[N:9]=2)[CH:5]=[CH:6][CH:7]=1.CB1N2CCC[C@@H]2C(C2C=CC=CC=2)(C2C=CC=CC=2)O1.C1(C)C=CC=CC=1.C([O-])([O-])=O.[Na+].[Na+]. The catalyst is C1(C)C=CC=CC=1.CCOC(C)=O. The product is [Br:1][C:2]1[CH:3]=[C:4]([C:8]2[CH:24]=[C:11]3[N:12]=[C:13]([CH3:23])[C:14]([C@H:17]([OH:22])[C:18]([O:20][CH3:21])=[O:19])=[C:15]([Cl:16])[N:10]3[N:9]=2)[CH:5]=[CH:6][CH:7]=1. The yield is 0.770. (2) The reactants are [OH:1][CH:2]1[CH2:5][N:4]([C:6]([O:8][C:9]([CH3:12])([CH3:11])[CH3:10])=[O:7])[CH2:3]1.[Br:13][C:14]1[CH:19]=[CH:18][C:17](O)=[CH:16][CH:15]=1.C1(P(C2C=CC=CC=2)C2C=CC=CC=2)C=CC=CC=1.CC(OC(/N=N/C(OC(C)C)=O)=O)C. The catalyst is C1COCC1. The product is [Br:13][C:14]1[CH:19]=[CH:18][C:17]([O:1][CH:2]2[CH2:3][N:4]([C:6]([O:8][C:9]([CH3:12])([CH3:11])[CH3:10])=[O:7])[CH2:5]2)=[CH:16][CH:15]=1. The yield is 0.795. (3) The reactants are [Na+:1].[CH2:2]([O:4][P:5]([C:8]([F:27])([F:26])[CH2:9][C@@H:10]([OH:25])[C@@H:11]([OH:24])[C@@H:12]([OH:23])[CH2:13][NH:14][O:15][CH2:16][C:17]1[CH:22]=[CH:21][CH:20]=[CH:19][CH:18]=1)(=[O:7])[O-:6])[CH3:3].[CH:28](OCC(F)(F)F)=[O:29]. The catalyst is C1COCC1. The product is [Na+:1].[CH2:2]([O:4][P:5]([C:8]([F:27])([F:26])[CH2:9][C@@H:10]([OH:25])[C@@H:11]([OH:24])[C@@H:12]([OH:23])[CH2:13][N:14]([O:15][CH2:16][C:17]1[CH:22]=[CH:21][CH:20]=[CH:19][CH:18]=1)[CH:28]=[O:29])(=[O:6])[O-:7])[CH3:3]. The yield is 0.290. (4) The reactants are N(C(OCC)=O)=NC(OCC)=O.[Br:13][C:14]1[CH:33]=[CH:32][C:17]([NH:18][C:19]2[C:28]3[C:23](=[CH:24][C:25]([OH:31])=[C:26]([O:29][CH3:30])[CH:27]=3)[N:22]=[CH:21][N:20]=2)=[C:16]([F:34])[CH:15]=1.C1(P(C2C=CC=CC=2)C2C=CC=CC=2)C=CC=CC=1.[CH3:54][O:55][CH2:56][CH2:57][O:58][CH2:59][CH2:60]O.C(Cl)[Cl:63]. No catalyst specified. The product is [ClH:63].[Br:13][C:14]1[CH:33]=[CH:32][C:17]([NH:18][C:19]2[C:28]3[C:23](=[CH:24][C:25]([O:31][CH2:60][CH2:59][O:58][CH2:57][CH2:56][O:55][CH3:54])=[C:26]([O:29][CH3:30])[CH:27]=3)[N:22]=[CH:21][N:20]=2)=[C:16]([F:34])[CH:15]=1. The yield is 0.340. (5) The reactants are [N:1]12[CH2:8][CH2:7][CH:4]([CH2:5][CH2:6]1)[C@@H:3]([O:9][C:10]1[N:15]=[N:14][C:13]([C:16]3[CH:21]=[CH:20][C:19]([NH2:22])=[C:18]([N+:23]([O-])=O)[CH:17]=3)=[CH:12][CH:11]=1)[CH2:2]2. The catalyst is CCO.[Pd]. The product is [N:1]12[CH2:8][CH2:7][CH:4]([CH2:5][CH2:6]1)[C@@H:3]([O:9][C:10]1[N:15]=[N:14][C:13]([C:16]3[CH:17]=[C:18]([NH2:23])[C:19]([NH2:22])=[CH:20][CH:21]=3)=[CH:12][CH:11]=1)[CH2:2]2. The yield is 0.980.